Dataset: Catalyst prediction with 721,799 reactions and 888 catalyst types from USPTO. Task: Predict which catalyst facilitates the given reaction. (1) Reactant: [Cl:1][C:2]1[CH:7]=[C:6]2[NH:8][C:9](=[O:27])[C:10]3([CH:15]([C:16]4[CH:21]=[CH:20][CH:19]=[C:18]([Cl:22])[CH:17]=4)[CH2:14][C:13](=[O:23])[NH:12][CH:11]3[C:24]([CH3:26])=[CH2:25])[C:5]2=[CH:4][CH:3]=1.[CH3:28][O:29][CH:30]([Si:32]([CH3:35])([CH3:34])[CH3:33])[CH3:31].[H-].[Li+].[Cl:38][CH2:39][CH2:40][CH2:41]I. Product: [Cl:1][C:2]1[CH:7]=[C:6]2[NH:8][C:9](=[O:27])[C:10]3([CH:15]([C:16]4[CH:21]=[CH:20][CH:19]=[C:18]([Cl:22])[CH:17]=4)[CH2:14][C:13](=[O:23])[N:12]([CH2:41][CH2:40][CH2:39][Cl:38])[CH:11]3[C:24]([CH3:26])=[CH2:25])[C:5]2=[CH:4][CH:3]=1.[CH3:28][O:29][CH:30]([Si:32]([CH3:35])([CH3:34])[CH3:33])[CH3:31]. The catalyst class is: 9. (2) Reactant: [F:1][C:2]1[CH:10]=[CH:9][CH:8]=[C:7]([F:11])[C:3]=1[C:4](Cl)=[O:5].[Br:12][C:13]1[N:18]=[CH:17][C:16]([NH2:19])=[C:15]([CH3:20])[CH:14]=1.N1C=CC=CC=1.O. Product: [Br:12][C:13]1[N:18]=[CH:17][C:16]([NH:19][C:4](=[O:5])[C:3]2[C:2]([F:1])=[CH:10][CH:9]=[CH:8][C:7]=2[F:11])=[C:15]([CH3:20])[CH:14]=1. The catalyst class is: 2. (3) Reactant: [NH2:1][C:2]([NH:4][C:5]1[C:6]([C:18]([NH2:20])=[O:19])=[N:7][N:8]([C:10]2[CH:15]=[CH:14][C:13](I)=[C:12]([CH3:17])[CH:11]=2)[CH:9]=1)=[O:3].N#N.C(N(C(C)C)CC)(C)C.C(O)CO.[F:36][C:37]1[CH:42]=[CH:41][C:40]([SH:43])=[CH:39][CH:38]=1. Product: [F:36][C:37]1[CH:42]=[CH:41][C:40]([S:43][C:13]2[CH:14]=[CH:15][C:10]([N:8]3[CH:9]=[C:5]([NH:4][C:2]([NH2:1])=[O:3])[C:6]([C:18]([NH2:20])=[O:19])=[N:7]3)=[CH:11][C:12]=2[CH3:17])=[CH:39][CH:38]=1. The catalyst class is: 122. (4) Reactant: ClC1N=CC2C(=C(O)C(Cl)=CC=2)N=1.[Cl:14][C:15]1[N:24]=[CH:23][C:22]2[C:21]([Cl:25])=[CH:20][CH2:19][C:18](Cl)([OH:26])[C:17]=2[N:16]=1. Product: [Cl:14][C:15]1[N:24]=[CH:23][C:22]2[C:17](=[C:18]([OH:26])[CH:19]=[CH:20][C:21]=2[Cl:25])[N:16]=1. The catalyst class is: 22. (5) Reactant: [OH:1][C:2]([CH2:18][S:19]([C:22]1[CH:27]=[CH:26][C:25]([O:28][CH3:29])=[CH:24][CH:23]=1)(=[O:21])=[O:20])([CH2:8][NH:9][C:10]([C:12]1[CH:17]=[CH:16][CH:15]=[CH:14][CH:13]=1)=[O:11])[C:3]([O:5]CC)=[O:4].[OH-].[Na+].Cl. Product: [OH:1][C:2]([CH2:18][S:19]([C:22]1[CH:27]=[CH:26][C:25]([O:28][CH3:29])=[CH:24][CH:23]=1)(=[O:20])=[O:21])([CH2:8][NH:9][C:10]([C:12]1[CH:13]=[CH:14][CH:15]=[CH:16][CH:17]=1)=[O:11])[C:3]([OH:5])=[O:4]. The catalyst class is: 5. (6) Reactant: [H-].[Na+].[S:3]1[CH:7]=[CH:6][CH:5]=[C:4]1[CH2:8][OH:9].[CH2:10](Br)[C:11]1[CH:16]=[CH:15][CH:14]=[CH:13][CH:12]=1. Product: [CH2:10]([O:9][CH2:8][C:4]1[S:3][CH:7]=[CH:6][CH:5]=1)[C:11]1[CH:16]=[CH:15][CH:14]=[CH:13][CH:12]=1. The catalyst class is: 1. (7) Reactant: [SH:1][C:2]1[O:3][C:4]2[C:9]([C:10](=[O:13])[C:11]=1[CH3:12])=[CH:8][CH:7]=[CH:6][CH:5]=2.[C:14](=O)([O-])[O-].[K+].[K+].IC.Cl. Product: [CH3:12][C:11]1[C:10](=[O:13])[C:9]2[C:4](=[CH:5][CH:6]=[CH:7][CH:8]=2)[O:3][C:2]=1[S:1][CH3:14]. The catalyst class is: 95. (8) Reactant: C(N(CC)CC)C.[CH2:8]([N:10]=[C:11]=[O:12])[CH3:9].[NH2:13][C:14]1[CH:19]=[CH:18][C:17]([O:20][C:21]2[CH:25]=[C:24]([CH3:26])[NH:23][N:22]=2)=[CH:16][C:15]=1[C:27]([F:30])([F:29])[F:28].Cl. Product: [CH2:8]([NH:10][C:11]([N:23]1[C:24]([CH3:26])=[CH:25][C:21]([O:20][C:17]2[CH:18]=[CH:19][C:14]([NH2:13])=[C:15]([C:27]([F:28])([F:29])[F:30])[CH:16]=2)=[N:22]1)=[O:12])[CH3:9]. The catalyst class is: 13. (9) Reactant: [Cl:1][C:2]1[CH:3]=[C:4]([CH:8]([NH:11][C:12]2[O:13][C:14]3[C:20]([O:21][CH3:22])=[CH:19][C:18]([C:23](O)=[O:24])=[CH:17][C:15]=3[N:16]=2)[CH2:9][F:10])[CH:5]=[CH:6][CH:7]=1.[CH3:26][CH:27]1[CH:32]([OH:33])[CH2:31][CH2:30][NH:29][CH2:28]1.C(N(CC)C(C)C)(C)C.CN(C(ON1N=NC2C=CC=NC1=2)=[N+](C)C)C.F[P-](F)(F)(F)(F)F. The catalyst class is: 9. Product: [Cl:1][C:2]1[CH:3]=[C:4]([CH:8]([NH:11][C:12]2[O:13][C:14]3[C:20]([O:21][CH3:22])=[CH:19][C:18]([C:23]([N:29]4[CH2:30][CH2:31][CH:32]([OH:33])[CH:27]([CH3:26])[CH2:28]4)=[O:24])=[CH:17][C:15]=3[N:16]=2)[CH2:9][F:10])[CH:5]=[CH:6][CH:7]=1. (10) Reactant: [OH:1][B:2]1[C:6]2[CH:7]=[C:8]([CH2:11][NH:12]C(=O)OC(C)(C)C)[CH:9]=[CH:10][C:5]=2[CH2:4][O:3]1. Product: [NH2:12][CH2:11][C:8]1[CH:9]=[CH:10][C:5]2[CH2:4][O:3][B:2]([OH:1])[C:6]=2[CH:7]=1. The catalyst class is: 818.